Dataset: Full USPTO retrosynthesis dataset with 1.9M reactions from patents (1976-2016). Task: Predict the reactants needed to synthesize the given product. Given the product [F:25][C:6]([F:5])([F:24])[C:7]([N:9]1[CH2:10][CH2:11][C:12]2[C:21](=[CH:20][C:19]3[N:18]=[CH:17][CH:16]=[N:15][C:14]=3[CH:13]=2)[CH2:22][CH2:23]1)=[O:8], predict the reactants needed to synthesize it. The reactants are: C(C=O)=O.[F:5][C:6]([F:25])([F:24])[C:7]([N:9]1[CH2:23][CH2:22][C:21]2[C:12](=[CH:13][C:14]3[N:15]=[CH:16][CH:17]=[N:18][C:19]=3[CH:20]=2)[CH2:11][CH2:10]1)=[O:8].NC1C(N)=CC2CCN(C(=O)C(F)(F)F)CCC=2C=1.